Dataset: Full USPTO retrosynthesis dataset with 1.9M reactions from patents (1976-2016). Task: Predict the reactants needed to synthesize the given product. (1) Given the product [CH2:1]([O:5][C:6]1[C:15]2[C:10](=[CH:11][CH:12]=[C:13]([CH2:16][CH2:17][C:18]3[N:19]=[CH:20][S:21][CH:22]=3)[CH:14]=2)[C:9](=[O:23])[N:8]([CH2:24][CH:25]([CH3:26])[CH3:27])[C:7]=1[CH2:28][NH:29][C:30](=[O:36])[O:31][C:32]([CH3:34])([CH3:33])[CH3:35])[CH2:2][CH2:3][CH3:4], predict the reactants needed to synthesize it. The reactants are: [CH2:1]([O:5][C:6]1[C:15]2[C:10](=[CH:11][CH:12]=[C:13](/[CH:16]=[CH:17]/[C:18]3[N:19]=[CH:20][S:21][CH:22]=3)[CH:14]=2)[C:9](=[O:23])[N:8]([CH2:24][CH:25]([CH3:27])[CH3:26])[C:7]=1[CH2:28][NH:29][C:30](=[O:36])[O:31][C:32]([CH3:35])([CH3:34])[CH3:33])[CH2:2][CH2:3][CH3:4]. (2) Given the product [NH:28]1[C:32]2=[N:33][CH:34]=[C:35]([C:37]3[C:38]([C@@H:43]([NH2:53])[CH2:44][C:45]4[CH:46]=[C:47]([F:52])[CH:48]=[C:49]([F:51])[CH:50]=4)=[N:39][CH:40]=[N:41][CH:42]=3)[CH:36]=[C:31]2[CH:30]=[N:29]1, predict the reactants needed to synthesize it. The reactants are: N[C@H](C1C(C2C=CC(F)=C(C=2)C(N)=O)=CN=CN=1)CC1C=C(F)C=C(F)C=1.[NH:28]1[C:32]2=[N:33][CH:34]=[C:35]([C:37]3[C:38]([C@@H:43]([NH:53]C(=O)OC(C)(C)C)[CH2:44][C:45]4[CH:50]=[C:49]([F:51])[CH:48]=[C:47]([F:52])[CH:46]=4)=[N:39][CH:40]=[N:41][CH:42]=3)[CH:36]=[C:31]2[CH:30]=[N:29]1.